Dataset: Peptide-MHC class I binding affinity with 185,985 pairs from IEDB/IMGT. Task: Regression. Given a peptide amino acid sequence and an MHC pseudo amino acid sequence, predict their binding affinity value. This is MHC class I binding data. (1) The MHC is HLA-A24:02 with pseudo-sequence HLA-A24:02. The peptide sequence is TWKIEKASF. The binding affinity (normalized) is 0.590. (2) The MHC is HLA-A30:02 with pseudo-sequence HLA-A30:02. The peptide sequence is EPEFYEAMY. The binding affinity (normalized) is 0.382. (3) The peptide sequence is TLYLQMNSLR. The MHC is HLA-B08:01 with pseudo-sequence HLA-B08:01. The binding affinity (normalized) is 0.346. (4) The peptide sequence is LLAGFMAYM. The MHC is HLA-A02:03 with pseudo-sequence HLA-A02:03. The binding affinity (normalized) is 0.609.